From a dataset of Forward reaction prediction with 1.9M reactions from USPTO patents (1976-2016). Predict the product of the given reaction. Given the reactants [CH3:1][O:2][C:3]1[CH:18]=[CH:17][C:6]([O:7][C:8]2[CH:9]=[C:10]3[C:14](=[CH:15][CH:16]=2)[NH:13][N:12]=[CH:11]3)=[CH:5][CH:4]=1.O=O.[N:21]1[CH:26]=[CH:25][CH:24]=[C:23](B(O)O)[CH:22]=1.[N:30]1[CH:35]=[CH:34][CH:33]=[CH:32][CH:31]=1, predict the reaction product. The product is: [CH3:1][O:2][C:3]1[CH:18]=[CH:17][C:6]([O:7][C:8]2[CH:9]=[C:10]3[C:14](=[CH:15][CH:16]=2)[N:13]([C:23]2[CH:22]=[N:21][CH:26]=[CH:25][CH:24]=2)[N:12]=[CH:11]3)=[CH:5][CH:4]=1.[CH3:1][O:2][C:3]1[CH:18]=[CH:17][C:6]([O:7][C:8]2[CH:16]=[CH:15][C:14]3[C:10](=[CH:11][N:12]([C:32]4[CH:31]=[N:30][CH:35]=[CH:34][CH:33]=4)[N:13]=3)[CH:9]=2)=[CH:5][CH:4]=1.